This data is from NCI-60 drug combinations with 297,098 pairs across 59 cell lines. The task is: Regression. Given two drug SMILES strings and cell line genomic features, predict the synergy score measuring deviation from expected non-interaction effect. (1) Drug 1: CC1=C(C=C(C=C1)NC2=NC=CC(=N2)N(C)C3=CC4=NN(C(=C4C=C3)C)C)S(=O)(=O)N.Cl. Drug 2: C1=NC2=C(N=C(N=C2N1C3C(C(C(O3)CO)O)O)F)N. Cell line: OVCAR3. Synergy scores: CSS=-0.836, Synergy_ZIP=0.134, Synergy_Bliss=-1.49, Synergy_Loewe=-3.67, Synergy_HSA=-2.96. (2) Drug 1: C1=CC(=CC=C1CC(C(=O)O)N)N(CCCl)CCCl.Cl. Drug 2: C1=CN(C=N1)CC(O)(P(=O)(O)O)P(=O)(O)O. Cell line: MCF7. Synergy scores: CSS=-0.523, Synergy_ZIP=-6.15, Synergy_Bliss=-10.4, Synergy_Loewe=-20.3, Synergy_HSA=-10.2.